From a dataset of Peptide-MHC class I binding affinity with 185,985 pairs from IEDB/IMGT. Regression. Given a peptide amino acid sequence and an MHC pseudo amino acid sequence, predict their binding affinity value. This is MHC class I binding data. (1) The peptide sequence is DQTHIKTIA. The MHC is HLA-A02:03 with pseudo-sequence HLA-A02:03. The binding affinity (normalized) is 0.00339. (2) The peptide sequence is HKIPDPQGM. The MHC is HLA-A02:01 with pseudo-sequence HLA-A02:01. The binding affinity (normalized) is 0.0847. (3) The peptide sequence is SLLDAHIPQL. The MHC is HLA-A03:01 with pseudo-sequence HLA-A03:01. The binding affinity (normalized) is 0.208. (4) The binding affinity (normalized) is 0.545. The MHC is HLA-A31:01 with pseudo-sequence HLA-A31:01. The peptide sequence is ALINLVQYR. (5) The peptide sequence is NGSSSMATV. The MHC is H-2-Kd with pseudo-sequence H-2-Kd. The binding affinity (normalized) is 0.210.